Dataset: Full USPTO retrosynthesis dataset with 1.9M reactions from patents (1976-2016). Task: Predict the reactants needed to synthesize the given product. (1) Given the product [CH2:24]([C@H:2]([NH:1][C:46](=[O:47])[O:45][CH2:38][C:39]1[CH:44]=[CH:43][CH:42]=[CH:41][CH:40]=1)[C@@H:3]([OH:23])[CH:4]([NH:5][S:6]([C:9]1[CH:10]=[CH:11][C:12]([O:15][CH3:16])=[CH:13][CH:14]=1)(=[O:8])=[O:7])[O:35][CH:33]1[CH2:32][CH2:51][CH2:49][CH2:50]1)[C:25]1[CH:26]=[CH:27][CH:28]=[CH:29][CH:30]=1, predict the reactants needed to synthesize it. The reactants are: [NH2:1][C@@H:2]([CH2:24][C:25]1[CH:30]=[CH:29][CH:28]=[CH:27][CH:26]=1)[C@H:3]([OH:23])[CH2:4][N:5](OC1CCCC1)[S:6]([C:9]1[CH:14]=[CH:13][C:12]([O:15][CH3:16])=[CH:11][CH:10]=1)(=[O:8])=[O:7].F[C:32](F)(F)[C:33]([OH:35])=O.[CH2:38]([O:45][C:46](Cl)=[O:47])[C:39]1[CH:44]=[CH:43][CH:42]=[CH:41][CH:40]=1.[CH:49](N(CC)C(C)C)([CH3:51])[CH3:50]. (2) Given the product [CH3:1][O:2][C:3]([C@@H:5]1[CH2:10][CH2:9][C@@H:8]([O:11][C:28]2[C:27]3[C:32](=[C:33]([CH3:34])[C:24]([O:23][CH3:22])=[CH:25][CH:26]=3)[N:31]=[C:30]([C:35]3[S:36][CH:37]=[C:38]([C:40]([F:41])([F:42])[F:43])[N:39]=3)[CH:29]=2)[CH2:7][C@H:6]1[C:12]([O:14][CH2:15][C:16]1[CH:17]=[CH:18][CH:19]=[CH:20][CH:21]=1)=[O:13])=[O:4], predict the reactants needed to synthesize it. The reactants are: [CH3:1][O:2][C:3]([C@@H:5]1[CH2:10][CH2:9][C@@H:8]([OH:11])[CH2:7][C@H:6]1[C:12]([O:14][CH2:15][C:16]1[CH:21]=[CH:20][CH:19]=[CH:18][CH:17]=1)=[O:13])=[O:4].[CH3:22][O:23][C:24]1[C:33]([CH3:34])=[C:32]2[C:27]([C:28](O)=[CH:29][C:30]([C:35]3[S:36][CH:37]=[C:38]([C:40]([F:43])([F:42])[F:41])[N:39]=3)=[N:31]2)=[CH:26][CH:25]=1.C1C=CC(P(C2C=CC=CC=2)C2C=CC=CC=2)=CC=1.CC(OC(/N=N/C(OC(C)C)=O)=O)C. (3) The reactants are: [CH:1]([N:5]1[CH:10]=[C:9]([C:11]2[CH:15]=[CH:14][N:13]([CH3:16])[N:12]=2)[C:8](OC)=[C:7]([C:19]#[N:20])[C:6]1=[O:21])([CH2:3][CH3:4])[CH3:2].O.[NH2:23][NH2:24]. Given the product [NH2:20][C:19]1[C:7]2[C:6](=[O:21])[N:5]([CH:1]([CH2:3][CH3:4])[CH3:2])[CH:10]=[C:9]([C:11]3[CH:15]=[CH:14][N:13]([CH3:16])[N:12]=3)[C:8]=2[NH:24][N:23]=1, predict the reactants needed to synthesize it.